Dataset: Forward reaction prediction with 1.9M reactions from USPTO patents (1976-2016). Task: Predict the product of the given reaction. Given the reactants Br[C:2]1[CH:8]=[CH:7][C:5]([NH2:6])=[CH:4][CH:3]=1.[C:9]1(B(O)O)[C:18]2[C:13](=[CH:14][CH:15]=[CH:16][CH:17]=2)[CH:12]=[CH:11][CH:10]=1.C1(C)C=CC=CC=1P(C1C=CC=CC=1C)C1C=CC=CC=1C.C(=O)([O-])[O-].[K+].[K+], predict the reaction product. The product is: [C:17]1([C:2]2[CH:8]=[CH:7][C:5]([NH2:6])=[CH:4][CH:3]=2)[C:18]2[C:13](=[CH:12][CH:11]=[CH:10][CH:9]=2)[CH:14]=[CH:15][CH:16]=1.